This data is from Full USPTO retrosynthesis dataset with 1.9M reactions from patents (1976-2016). The task is: Predict the reactants needed to synthesize the given product. (1) Given the product [F:1][C:2]1[CH:3]=[C:4]([OH:10])[CH:5]=[C:6]([O:8][CH3:9])[CH:7]=1, predict the reactants needed to synthesize it. The reactants are: [F:1][C:2]1[CH:7]=[C:6]([O:8][CH3:9])[CH:5]=[C:4]([O:10]C)[CH:3]=1.B(Br)(Br)Br. (2) Given the product [C:1]1([S:7]([NH:10][C:11]([C:13]2[N:18]=[C:17]3[N:19]([CH2:23][C:24]4[CH:29]=[CH:28][C:27]([CH2:30][CH2:31][C:32]5[CH:33]=[CH:34][CH:35]=[CH:36][CH:37]=5)=[CH:26][C:25]=4[Cl:38])[C:20]([CH3:22])=[N:21][C:16]3=[CH:15][CH:14]=2)=[O:12])(=[O:8])=[O:9])[CH:6]=[CH:5][CH:4]=[CH:3][CH:2]=1, predict the reactants needed to synthesize it. The reactants are: [C:1]1([S:7]([NH:10][C:11]([C:13]2[N:18]=[C:17]3[N:19]([CH2:23][C:24]4[CH:29]=[CH:28][C:27](/[CH:30]=[CH:31]/[C:32]5[CH:37]=[CH:36][CH:35]=[CH:34][CH:33]=5)=[CH:26][C:25]=4[Cl:38])[C:20]([CH3:22])=[N:21][C:16]3=[CH:15][CH:14]=2)=[O:12])(=[O:9])=[O:8])[CH:6]=[CH:5][CH:4]=[CH:3][CH:2]=1.C(Cl)(Cl)Cl.O1CCOCC1. (3) Given the product [CH2:1]([O:8][CH2:9][CH:10]1[CH2:15][CH2:14][CH:13]([C:16]([O:18][CH2:19][CH3:20])=[O:17])[CH2:12][N:11]1[CH2:24][CH2:23][C:22]([O:26][CH2:27][CH3:28])=[O:25])[C:2]1[CH:3]=[CH:4][CH:5]=[CH:6][CH:7]=1, predict the reactants needed to synthesize it. The reactants are: [CH2:1]([O:8][CH2:9][C:10]1[CH:15]=[CH:14][C:13]([C:16]([O:18][CH2:19][CH3:20])=[O:17])=[CH:12][N:11]=1)[C:2]1[CH:7]=[CH:6][CH:5]=[CH:4][CH:3]=1.Cl.[C:22]([O:26][CH2:27][CH3:28])(=[O:25])[CH:23]=[CH2:24]. (4) The reactants are: [N:1]1[CH:6]=[CH:5][CH:4]=[CH:3][C:2]=1[O:7][C:8]1[CH:17]=[CH:16][C:11]([C:12]([O:14]C)=[O:13])=[CH:10][CH:9]=1.[Li+].[OH-].C1COCC1.C(O)(=O)CC(CC(O)=O)(C(O)=O)O. Given the product [N:1]1[CH:6]=[CH:5][CH:4]=[CH:3][C:2]=1[O:7][C:8]1[CH:17]=[CH:16][C:11]([C:12]([OH:14])=[O:13])=[CH:10][CH:9]=1, predict the reactants needed to synthesize it. (5) Given the product [Cl:1][C:2]1[CH:7]=[C:6]([Cl:8])[CH:5]=[CH:4][C:3]=1[N:9]1[C:13]([CH3:14])=[C:12]([C:15]([NH:29][C:30]2[C:31](=[O:44])[N:32]([C:37]3[CH:42]=[CH:41][CH:40]=[CH:39][C:38]=3[F:43])[N:33]([CH3:36])[C:34]=2[CH3:35])=[O:17])[N:11]=[N:10]1, predict the reactants needed to synthesize it. The reactants are: [Cl:1][C:2]1[CH:7]=[C:6]([Cl:8])[CH:5]=[CH:4][C:3]=1[N:9]1[C:13]([CH3:14])=[C:12]([C:15]([OH:17])=O)[N:11]=[N:10]1.C(Cl)(=O)C(Cl)=O.CN(C=O)C.[NH2:29][C:30]1[C:31](=[O:44])[N:32]([C:37]2[CH:42]=[CH:41][CH:40]=[CH:39][C:38]=2[F:43])[N:33]([CH3:36])[C:34]=1[CH3:35].C(N(CC)CC)C.